Predict the product of the given reaction. From a dataset of Forward reaction prediction with 1.9M reactions from USPTO patents (1976-2016). (1) Given the reactants Cl[C:2]1[N:7]=[CH:6][C:5]([O:8][C:9]2[CH:10]=[C:11]([N:15]([CH3:17])[CH3:16])[CH:12]=[CH:13][CH:14]=2)=[CH:4][CH:3]=1.[CH2:18]([O:25][C:26]1[CH:27]=[C:28]([CH:30]=[CH:31][CH:32]=1)[NH2:29])[C:19]1[CH:24]=[CH:23][CH:22]=[CH:21][CH:20]=1.C1(P(C2C=CC=CC=2)C2C3OC4C(=CC=CC=4P(C4C=CC=CC=4)C4C=CC=CC=4)C(C)(C)C=3C=CC=2)C=CC=CC=1.C(=O)([O-])[O-].[Cs+].[Cs+], predict the reaction product. The product is: [CH2:18]([O:25][C:26]1[CH:27]=[C:28]([NH:29][C:2]2[CH:3]=[CH:4][C:5]([O:8][C:9]3[CH:14]=[CH:13][CH:12]=[C:11]([N:15]([CH3:17])[CH3:16])[CH:10]=3)=[CH:6][N:7]=2)[CH:30]=[CH:31][CH:32]=1)[C:19]1[CH:20]=[CH:21][CH:22]=[CH:23][CH:24]=1. (2) Given the reactants [NH2:1][C:2]1[C:7]([NH:8][C:9]2[CH:14]=[CH:13][C:12]([I:15])=[CH:11][C:10]=2[F:16])=[C:6]([CH3:17])[C:5](=[O:18])[N:4]2[CH2:19][CH2:20][O:21][C:3]=12.[CH:22]1([S:26](Cl)(=[O:28])=[O:27])[CH2:25][CH2:24][CH2:23]1, predict the reaction product. The product is: [F:16][C:10]1[CH:11]=[C:12]([I:15])[CH:13]=[CH:14][C:9]=1[NH:8][C:7]1[C:2]([NH:1][S:26]([CH:22]2[CH2:25][CH2:24][CH2:23]2)(=[O:28])=[O:27])=[C:3]2[O:21][CH2:20][CH2:19][N:4]2[C:5](=[O:18])[C:6]=1[CH3:17]. (3) Given the reactants [CH2:1]([O:3][C:4]1[C:8]([CH2:9][CH2:10][CH2:11][OH:12])=[CH:7][N:6]([C:13]2[CH:18]=[CH:17][C:16]([C:19]([F:22])([F:21])[F:20])=[CH:15][N:14]=2)[N:5]=1)[CH3:2].O[C:24]1[CH:29]=[CH:28][CH:27]=[CH:26][C:25]=1[CH2:30][CH2:31][C:32]([O:34]C)=[O:33].C(P(CCCC)CCCC)CCC.N(C(N1CCCCC1)=O)=NC(N1CCCCC1)=O, predict the reaction product. The product is: [CH2:1]([O:3][C:4]1[C:8]([CH2:9][CH2:10][CH2:11][O:12][C:24]2[CH:29]=[CH:28][CH:27]=[CH:26][C:25]=2[CH2:30][CH2:31][C:32]([OH:34])=[O:33])=[CH:7][N:6]([C:13]2[CH:18]=[CH:17][C:16]([C:19]([F:21])([F:20])[F:22])=[CH:15][N:14]=2)[N:5]=1)[CH3:2]. (4) Given the reactants I[C:2]1[CH:7]=[C:6](I)[C:5](I)=[CH:4][C:3]=1I.[CH2:11]([OH:16])[CH2:12][CH2:13][C:14]#[CH:15].[OH2:17], predict the reaction product. The product is: [C:2]1([C:15]#[C:14][CH2:13][CH2:12][CH2:11][OH:16])[CH:7]=[C:6]([C:15]#[C:14][CH2:13][CH2:12][CH2:11][OH:16])[C:5]([C:7]#[C:2][CH2:3][CH2:4][CH2:5][OH:17])=[CH:4][C:3]=1[C:15]#[C:14][CH2:13][CH2:12][CH2:11][OH:16].